This data is from Experimentally validated miRNA-target interactions with 360,000+ pairs, plus equal number of negative samples. The task is: Binary Classification. Given a miRNA mature sequence and a target amino acid sequence, predict their likelihood of interaction. (1) The miRNA is mmu-miR-664-3p with sequence UAUUCAUUUACUCCCCAGCCUA. The protein sequence of the target gene is MFLEMLNPMQYNVTIMVPETVTVSAMPLLLIMGLLLLIWNCESSSSIPGPGYCLGIGPLISHGRFLWMGIGSACNYYNKMYGEFMRVWISGEETLIISKSSSMFHVMKHSHYISRFGSKRGLQCIGMHENGIIFNNNPSLWRTIRPFFMKALTGPGLVRMVEVCVESIKQHLDRLGEVTDTSGYVDVLTLMRHIMLDTSNMLFLGIPLDESAIVKKIQGYFNAWQALLIKPNIFFKISWLYRKYERSVKDLKDEIAVLVEKKRHKVSTAEKLEDCMDFATDLIFAERRGDLTKENVNQCI.... Result: 1 (interaction). (2) The miRNA is hsa-miR-411-5p with sequence UAGUAGACCGUAUAGCGUACG. The protein sequence of the target gene is MEPSVDANSITITVEGMTCISCVRTIEQQIGKVNGVHHIKVSLEEKSATIIYDPKLQTPKTLQEAIDDMGFDALLHNANPLPVLTNTVFLTVTAPLTLPWDHIQSTLLKTKGVTGVKISPQQRSAVVTIIPSVVSASQIVELVPDLSLDMGTQEKKSGACEEHSTPQAGEVMLKMKVEGMTCHSCTSTIEGKVGKLQGVQRIKVSLDNQEATIVFQPHLITAEEIKKQIEAVGFPAFIKKQPKYLKLGAIDVERLKNTPVKSSEGSQQKSPSYPSDSTTMFTIEGMHCKSCVSNIESALS.... Result: 0 (no interaction). (3) The miRNA is hsa-miR-597-3p with sequence UGGUUCUCUUGUGGCUCAAGCGU. The protein sequence of the target gene is MDSTACLKSLLLTVSQYKAVKSEANATQLLRHLEVISGQKLTRLFTSNQILTSECLSCLVELLEDPNISASLILSIIGLLSQLAVDIETRDCLQNTYNLNSVLAGVVCRSSHTDSVFLQCIQLLQKLTYNVKIFYSGANIDELITFLIDHIQSSEDELKMPCLGLLANLCRHNLSVQTHIKTLSNVKSFYRTLITLLAHSSLTVVVFALSILSSLTLNEEVGEKLFHARNIHQTFQLIFNILINGDGTLTRKYSVDLLMDLLKNPKIADYLTRYEHFSSCLHQVLGLLNGKDPDSSSKVL.... Result: 0 (no interaction). (4) The miRNA is hsa-miR-6761-5p with sequence UCUGAGAGAGCUCGAUGGCAG. The protein sequence of the target gene is MLAYCVQDATVVDVEKRRSPSKHYVYIINVTWSDSTSQTIYRRYSKFFDLQMQLLDKFPIEGGQKDPKQRIIPFLPGKILFRRSHIRDVAVKRLKPIDEYCRALVRLPPHISQCDEVFRFFEARPEDVNPPKEDYGSSKRKSVWLSSWAESPKKDVTGADTNAEPMILEQYVVVSNYKKQENSELSLQAGEVVDVIEKNESGWWFVSTSEEQGWVPATYLEAQNGTRDDSDINTSKTGEVSKRRKAHLRRLDRRWTLGGMVNRQHSREEKYVTVQPYTSQSKDEIGFEKGVTVEVIRKNL.... Result: 0 (no interaction). (5) The miRNA is hsa-miR-3942-5p with sequence AAGCAAUACUGUUACCUGAAAU. The protein sequence of the target gene is MCHSRSCHPTMTILQAPTPAPSTIPGPRRGSGPEIFTFDPLPEPAAAPAGRPSASRGHRKRSRRVLYPRVVRRQLPVEEPNPAKRLLFLLLTIVFCQILMAEEGVPAPLPPEDAPNAASLAPTPVSAVLEPFNLTSEPSDYALDLSTFLQQHPAAF. Result: 1 (interaction).